Dataset: Full USPTO retrosynthesis dataset with 1.9M reactions from patents (1976-2016). Task: Predict the reactants needed to synthesize the given product. (1) Given the product [CH3:24][N:8]([C@@H:9]1[CH2:13][CH2:12][NH:11][CH2:10]1)[C:6](=[O:7])[O:5][C:1]([CH3:4])([CH3:2])[CH3:3], predict the reactants needed to synthesize it. The reactants are: [C:1]([O:5][C:6]([N:8]([CH3:24])[C@@H:9]1[CH2:13][CH2:12][N:11](C(OCC2C=CC=CC=2)=O)[CH2:10]1)=[O:7])([CH3:4])([CH3:3])[CH3:2]. (2) Given the product [F:21][C:15]([F:22])([C:2]1[CH:7]=[CH:6][CH:5]=[CH:4][C:3]=1[O:8][CH2:9][C:10]([F:13])([F:12])[F:11])[C:16]([O:18][CH2:19][CH3:20])=[O:17], predict the reactants needed to synthesize it. The reactants are: I[C:2]1[CH:7]=[CH:6][CH:5]=[CH:4][C:3]=1[O:8][CH2:9][C:10]([F:13])([F:12])[F:11].Br[C:15]([F:22])([F:21])[C:16]([O:18][CH2:19][CH3:20])=[O:17].C(=O)(O)[O-].[Na+]. (3) Given the product [C:1]([O:5][C:6]([N:8]1[CH2:12][CH:11]([O:13][C:41](=[O:42])[C:40]2[CH:39]=[CH:38][C:37]([N+:34]([O-:36])=[O:35])=[CH:45][CH:44]=2)[CH2:10][CH:9]1[CH3:14])=[O:7])([CH3:4])([CH3:2])[CH3:3], predict the reactants needed to synthesize it. The reactants are: [C:1]([O:5][C:6]([N:8]1[CH2:12][CH:11]([OH:13])[CH2:10][CH:9]1[CH3:14])=[O:7])([CH3:4])([CH3:3])[CH3:2].C1(P(C2C=CC=CC=2)C2C=CC=CC=2)C=CC=CC=1.[N+:34]([C:37]1[CH:45]=[CH:44][C:40]([C:41](O)=[O:42])=[CH:39][CH:38]=1)([O-:36])=[O:35].CCOC(/N=N/C(OCC)=O)=O.Cl. (4) Given the product [P:1]([O:9][CH2:10][C@H:11]1[O:15][C@@H:14]([N:16]2[C:26]3[N:25]=[C:23]([NH2:24])[NH:22][C:20](=[O:21])[C:19]=3[N:18]([CH3:34])[CH2:17]2)[C@H:13]([OH:27])[C@@H:12]1[OH:28])([O:4][P:5]([OH:7])([OH:8])=[O:6])(=[O:2])[OH:3], predict the reactants needed to synthesize it. The reactants are: [P:1]([O:9][CH2:10][C@H:11]1[O:15][C@@H:14]([N:16]2[C:26]3[N:25]=[C:23]([NH2:24])[NH:22][C:20](=[O:21])[C:19]=3[N:18]=[CH:17]2)[C@H:13]([OH:27])[C@@H:12]1[OH:28])([O:4][P:5]([OH:8])([OH:7])=[O:6])(=[O:3])[OH:2].[Na].S(OC)(O[CH3:34])(=O)=O.[OH-].[Na+].